This data is from Peptide-MHC class I binding affinity with 185,985 pairs from IEDB/IMGT. The task is: Regression. Given a peptide amino acid sequence and an MHC pseudo amino acid sequence, predict their binding affinity value. This is MHC class I binding data. (1) The peptide sequence is TLASIGTAF. The MHC is HLA-B51:01 with pseudo-sequence HLA-B51:01. The binding affinity (normalized) is 0.0847. (2) The peptide sequence is FAAAFFPAV. The MHC is HLA-A02:03 with pseudo-sequence HLA-A02:03. The binding affinity (normalized) is 0.834. (3) The peptide sequence is LMPLARFWL. The MHC is HLA-A31:01 with pseudo-sequence HLA-A31:01. The binding affinity (normalized) is 0.0847. (4) The peptide sequence is KEAVNHFHL. The MHC is HLA-A03:01 with pseudo-sequence HLA-A03:01. The binding affinity (normalized) is 0.0847. (5) The peptide sequence is AEWDRVHPV. The MHC is HLA-A02:03 with pseudo-sequence HLA-A02:03. The binding affinity (normalized) is 0.267. (6) The peptide sequence is FTFGDTALY. The MHC is HLA-A02:06 with pseudo-sequence HLA-A02:06. The binding affinity (normalized) is 0.0609.